Task: Regression. Given two drug SMILES strings and cell line genomic features, predict the synergy score measuring deviation from expected non-interaction effect.. Dataset: NCI-60 drug combinations with 297,098 pairs across 59 cell lines (1) Drug 1: CS(=O)(=O)C1=CC(=C(C=C1)C(=O)NC2=CC(=C(C=C2)Cl)C3=CC=CC=N3)Cl. Drug 2: CC1=C2C(C(=O)C3(C(CC4C(C3C(C(C2(C)C)(CC1OC(=O)C(C(C5=CC=CC=C5)NC(=O)OC(C)(C)C)O)O)OC(=O)C6=CC=CC=C6)(CO4)OC(=O)C)OC)C)OC. Cell line: HS 578T. Synergy scores: CSS=63.9, Synergy_ZIP=11.6, Synergy_Bliss=11.5, Synergy_Loewe=-25.0, Synergy_HSA=8.36. (2) Drug 1: CNC(=O)C1=CC=CC=C1SC2=CC3=C(C=C2)C(=NN3)C=CC4=CC=CC=N4. Drug 2: C1C(C(OC1N2C=C(C(=O)NC2=O)F)CO)O. Cell line: SK-MEL-28. Synergy scores: CSS=2.11, Synergy_ZIP=-7.18, Synergy_Bliss=-7.83, Synergy_Loewe=-17.2, Synergy_HSA=-10.7.